This data is from Reaction yield outcomes from USPTO patents with 853,638 reactions. The task is: Predict the reaction yield, written as a fraction of the theoretical maximum amount of product (1.0 means a 100% yield; for example, 0.34 means a 34% yield). (1) The reactants are [NH2:1][C:2]1[CH:3]=[CH:4][CH:5]=[C:6]2[C:11]=1[C:10](=[O:12])[N:9]([CH3:13])[CH2:8][CH2:7]2.[CH3:14][N:15]1[CH:19]=[C:18]([NH:20][C:21]2[CH:26]=[C:25](I)[C:24]([C:28]([F:31])([F:30])[F:29])=[CH:23][N:22]=2)[C:17]([CH3:32])=[N:16]1.CC1(C)C2C=CC=C(P(C3C=CC=CC=3)C3C=CC=CC=3)C=2OC2C1=CC=CC=2P(C1C=CC=CC=1)C1C=CC=CC=1.C(=O)([O-])[O-].[Cs+].[Cs+]. The catalyst is O1CCOCC1.CC(N(C)C)=O.C([O-])(=O)C.[Pd+2].C([O-])(=O)C.CCOCC. The product is [CH3:14][N:15]1[CH:19]=[C:18]([NH:20][C:21]2[CH:26]=[C:25]([NH:1][C:2]3[CH:3]=[CH:4][CH:5]=[C:6]4[C:11]=3[C:10](=[O:12])[N:9]([CH3:13])[CH2:8][CH2:7]4)[C:24]([C:28]([F:30])([F:29])[F:31])=[CH:23][N:22]=2)[C:17]([CH3:32])=[N:16]1. The yield is 0.337. (2) The reactants are [NH2:1][C:2]1[C:3]([C:8]([O:10][CH3:11])=[O:9])=[N:4][CH:5]=[CH:6][N:7]=1.[Br:12]N1C(=O)CCC1=O. The catalyst is CC#N. The product is [NH2:1][C:2]1[C:3]([C:8]([O:10][CH3:11])=[O:9])=[N:4][C:5]([Br:12])=[CH:6][N:7]=1. The yield is 0.920. (3) The reactants are COC1C=C(OC)C=CC=1C[NH:6][C:7]1[C:8]2[N:9]([C:13]([C@H:35]3[CH2:40][N:39]4[C:41](=[O:44])[O:42][CH2:43][C@H:38]4[CH2:37][CH2:36]3)=[N:14][C:15]=2[C:16]2[CH:34]=[CH:33][C:19]([C:20]([NH:22][C:23]3[CH:28]=[C:27]([C:29]([F:32])([F:31])[F:30])[CH:26]=[CH:25][N:24]=3)=[O:21])=[CH:18][CH:17]=2)[CH:10]=[CH:11][N:12]=1. The catalyst is FC(F)(F)C(O)=O. The product is [NH2:6][C:7]1[C:8]2[N:9]([C:13]([C@H:35]3[CH2:40][N:39]4[C:41](=[O:44])[O:42][CH2:43][C@H:38]4[CH2:37][CH2:36]3)=[N:14][C:15]=2[C:16]2[CH:17]=[CH:18][C:19]([C:20]([NH:22][C:23]3[CH:28]=[C:27]([C:29]([F:31])([F:30])[F:32])[CH:26]=[CH:25][N:24]=3)=[O:21])=[CH:33][CH:34]=2)[CH:10]=[CH:11][N:12]=1. The yield is 0.256. (4) The reactants are [Cl:1][C:2]1[CH:7]=[C:6](/[CH:8]=[CH:9]/[CH:10]([C:15]2[CH:20]=[C:19]([Cl:21])[C:18]([Cl:22])=[C:17]([Cl:23])[CH:16]=2)[C:11]([F:14])([F:13])[F:12])[CH:5]=[CH:4][C:3]=1[CH2:24][NH2:25].CCN(CC)CC.Cl[C:34](=[O:39])[C:35]([O:37][CH3:38])=[O:36]. The yield is 0.500. The catalyst is C(Cl)Cl. The product is [Cl:1][C:2]1[CH:7]=[C:6](/[CH:8]=[CH:9]/[CH:10]([C:15]2[CH:20]=[C:19]([Cl:21])[C:18]([Cl:22])=[C:17]([Cl:23])[CH:16]=2)[C:11]([F:14])([F:13])[F:12])[CH:5]=[CH:4][C:3]=1[CH2:24][NH:25][C:34](=[O:39])[C:35]([O:37][CH3:38])=[O:36]. (5) The reactants are C(O[C:4](=[O:21])[CH:5]([CH2:11][NH:12][CH2:13][C:14]1[CH:19]=[CH:18][C:17]([F:20])=[CH:16][CH:15]=1)[CH2:6][CH:7]=[C:8]([CH3:10])[CH3:9])C.[CH3:22][S:23]([NH:26][C:27]1[CH:42]=[CH:41][C:30]2[NH:31][C:32]([CH2:37][C:38](O)=[O:39])=[N:33][S:34](=[O:36])(=[O:35])[C:29]=2[CH:28]=1)(=[O:25])=[O:24].Cl.CN(C)CCCN=C=NCC.CN1CCOCC1.[H-].[Na+]. The catalyst is CN(C)C=O.Cl. The product is [F:20][C:17]1[CH:16]=[CH:15][C:14]([CH2:13][N:12]2[CH2:11][CH:5]([CH2:6][CH:7]=[C:8]([CH3:9])[CH3:10])[C:4]([OH:21])=[C:37]([C:32]3[NH:31][C:30]4[CH:41]=[CH:42][C:27]([NH:26][S:23]([CH3:22])(=[O:25])=[O:24])=[CH:28][C:29]=4[S:34](=[O:35])(=[O:36])[N:33]=3)[C:38]2=[O:39])=[CH:19][CH:18]=1. The yield is 0.460. (6) The reactants are [C:1](Cl)(=[O:4])[CH:2]=[CH2:3].[Cl:6][C:7]1[C:8]([C:31]2[CH:32]=[N:33][N:34]3[CH:39]=[CH:38][CH:37]=[CH:36][C:35]=23)=[N:9][C:10]([NH:13][C:14]2[C:19]([O:20][CH3:21])=[CH:18][C:17]([N:22]3[CH2:26][CH2:25][C@@H:24]([N:27]([CH3:29])[CH3:28])[CH2:23]3)=[C:16]([NH2:30])[CH:15]=2)=[N:11][CH:12]=1.CCN(C(C)C)C(C)C. The catalyst is C(Cl)Cl. The product is [Cl:6][C:7]1[C:8]([C:31]2[CH:32]=[N:33][N:34]3[CH:39]=[CH:38][CH:37]=[CH:36][C:35]=23)=[N:9][C:10]([NH:13][C:14]2[C:19]([O:20][CH3:21])=[CH:18][C:17]([N:22]3[CH2:26][CH2:25][C@@H:24]([N:27]([CH3:29])[CH3:28])[CH2:23]3)=[C:16]([NH:30][C:1](=[O:4])[CH:2]=[CH2:3])[CH:15]=2)=[N:11][CH:12]=1. The yield is 0.580. (7) The reactants are [Cl:1][C:2]1[CH:3]=[C:4]([CH:6]=[CH:7][C:8]=1[F:9])[NH2:5].C[Si]([N-][Si](C)(C)C)(C)C.[Na+].[C:20](O[C:20]([O:22][C:23]([CH3:26])([CH3:25])[CH3:24])=[O:21])([O:22][C:23]([CH3:26])([CH3:25])[CH3:24])=[O:21]. The catalyst is C1COCC1. The product is [C:23]([O:22][C:20]([NH:5][C:4]1[CH:6]=[CH:7][C:8]([F:9])=[C:2]([Cl:1])[CH:3]=1)=[O:21])([CH3:26])([CH3:25])[CH3:24]. The yield is 0.820. (8) The reactants are [NH2:1][C:2]1[CH:9]=[CH:8][C:5]([CH:6]=O)=[CH:4][CH:3]=1.[C:10]([CH2:12][C:13]([O:15][CH2:16][CH:17]([CH2:22][CH3:23])[CH2:18][CH2:19][CH2:20][CH3:21])=[O:14])#[N:11].C(NCC)C.C(O)(=O)C. The catalyst is C(O)(C)C. The product is [NH2:1][C:2]1[CH:9]=[CH:8][C:5]([CH:6]=[C:12]([C:10]#[N:11])[C:13]([O:15][CH2:16][CH:17]([CH2:22][CH3:23])[CH2:18][CH2:19][CH2:20][CH3:21])=[O:14])=[CH:4][CH:3]=1. The yield is 0.660.